Dataset: NCI-60 drug combinations with 297,098 pairs across 59 cell lines. Task: Regression. Given two drug SMILES strings and cell line genomic features, predict the synergy score measuring deviation from expected non-interaction effect. Drug 1: CNC(=O)C1=CC=CC=C1SC2=CC3=C(C=C2)C(=NN3)C=CC4=CC=CC=N4. Drug 2: CN1C(=O)N2C=NC(=C2N=N1)C(=O)N. Cell line: SK-MEL-28. Synergy scores: CSS=-5.04, Synergy_ZIP=2.62, Synergy_Bliss=1.11, Synergy_Loewe=-3.28, Synergy_HSA=-2.69.